From a dataset of Forward reaction prediction with 1.9M reactions from USPTO patents (1976-2016). Predict the product of the given reaction. (1) Given the reactants Br[C:2]1[CH:3]=[C:4]([C:24]#[N:25])[C:5]2[CH:6]=[CH:7][N:8]([C:11]3[C:20]4[C:15](=[CH:16][CH:17]=[C:18]([Cl:21])[CH:19]=4)[N:14]=[C:13]([CH3:22])[C:12]=3[CH3:23])[C:9]=2[CH:10]=1.CC1(C)C(C)(C)OB([C:34]2[CH:35]=[N:36][NH:37][CH:38]=2)O1, predict the reaction product. The product is: [Cl:21][C:18]1[CH:19]=[C:20]2[C:15](=[CH:16][CH:17]=1)[N:14]=[C:13]([CH3:22])[C:12]([CH3:23])=[C:11]2[N:8]1[C:9]2[CH:10]=[C:2]([C:34]3[CH:35]=[N:36][NH:37][CH:38]=3)[CH:3]=[C:4]([C:24]#[N:25])[C:5]=2[CH:6]=[CH:7]1. (2) Given the reactants [CH3:1][C:2]1[N:3]=[C:4]([NH:11][C:12](=[O:20])OC2C=CC=CC=2)[C:5]([O:9][CH3:10])=[N:6][C:7]=1[CH3:8].[F:21][C:22]1[CH:23]=[C:24]([N:29]2[CH2:34][CH2:33][NH:32][CH2:31][CH2:30]2)[CH:25]=[C:26]([F:28])[CH:27]=1, predict the reaction product. The product is: [CH3:1][C:2]1[N:3]=[C:4]([NH:11][C:12]([N:32]2[CH2:31][CH2:30][N:29]([C:24]3[CH:23]=[C:22]([F:21])[CH:27]=[C:26]([F:28])[CH:25]=3)[CH2:34][CH2:33]2)=[O:20])[C:5]([O:9][CH3:10])=[N:6][C:7]=1[CH3:8].